Dataset: Forward reaction prediction with 1.9M reactions from USPTO patents (1976-2016). Task: Predict the product of the given reaction. (1) The product is: [NH2:1][C:2]1[N:3]([CH3:32])[C:4](=[O:31])[C:5]([CH3:29])([CH3:30])[C@:6]([C:9]2[CH:10]=[C:11]([NH:16][C:17]3[CH:26]=[CH:25][C:20]([C:21]([OH:23])=[O:22])=[CH:19][C:18]=3[O:27][CH3:28])[CH:12]=[CH:13][C:14]=2[F:15])([CH3:8])[N:7]=1. Given the reactants [NH2:1][C:2]1[N:3]([CH3:32])[C:4](=[O:31])[C:5]([CH3:30])([CH3:29])[C@:6]([C:9]2[CH:10]=[C:11]([NH:16][C:17]3[CH:26]=[CH:25][C:20]([C:21]([O:23]C)=[O:22])=[CH:19][C:18]=3[O:27][CH3:28])[CH:12]=[CH:13][C:14]=2[F:15])([CH3:8])[N:7]=1.[Li+].[OH-], predict the reaction product. (2) Given the reactants [Cl:1][C:2]1[CH:3]=[C:4]2[C:8](=[CH:9][CH:10]=1)[NH:7][CH:6]=[C:5]2[C:11](Cl)=[O:12].[NH3:14].O1CCOCC1, predict the reaction product. The product is: [Cl:1][C:2]1[CH:3]=[C:4]2[C:8](=[CH:9][CH:10]=1)[NH:7][CH:6]=[C:5]2[C:11]([NH2:14])=[O:12]. (3) The product is: [CH2:35]([N:32]([CH2:33][CH3:34])[C:27]1[CH:26]=[C:25]([C:23]2[O:22][N:21]=[C:20]([C:16]3[CH:17]=[C:18]([CH3:19])[C:13]([O:12][CH2:11][C@@H:10]([OH:39])[CH2:9][N:7]4[CH2:6][CH:5]([C:3]([OH:4])=[O:2])[CH2:8]4)=[C:14]([CH2:37][CH3:38])[CH:15]=3)[N:24]=2)[CH:30]=[C:29]([CH3:31])[N:28]=1)[CH3:36]. Given the reactants C[O:2][C:3]([CH:5]1[CH2:8][N:7]([CH2:9][C@H:10]([OH:39])[CH2:11][O:12][C:13]2[C:18]([CH3:19])=[CH:17][C:16]([C:20]3[N:24]=[C:23]([C:25]4[CH:30]=[C:29]([CH3:31])[N:28]=[C:27]([N:32]([CH2:35][CH3:36])[CH2:33][CH3:34])[CH:26]=4)[O:22][N:21]=3)=[CH:15][C:14]=2[CH2:37][CH3:38])[CH2:6]1)=[O:4].C(O)=O, predict the reaction product. (4) Given the reactants [CH3:1][N:2]1[CH2:7][CH2:6][N:5]([C:8]2[N:13]=[C:12]3[NH:14][CH:15]=[C:16]([C:17]#[N:18])[C:11]3=[CH:10][CH:9]=2)[CH2:4][CH2:3]1.[C:19]([C:23]1[CH:24]=[C:25]2[C:30](=[C:31]([F:33])[CH:32]=1)[C:29](=[O:34])[N:28]([C:35]1[C:43]3[CH2:42][O:41]B(O)[C:39]=3[CH:38]=[CH:37][CH:36]=1)[N:27]=[CH:26]2)([CH3:22])([CH3:21])[CH3:20].ClCCCl.N1C=CC=CC=1, predict the reaction product. The product is: [C:19]([C:23]1[CH:24]=[C:25]2[C:30](=[C:31]([F:33])[CH:32]=1)[C:29](=[O:34])[N:28]([C:35]1[C:43]([CH2:42][OH:41])=[C:39]([N:14]3[C:12]4=[N:13][C:8]([N:5]5[CH2:4][CH2:3][N:2]([CH3:1])[CH2:7][CH2:6]5)=[CH:9][CH:10]=[C:11]4[C:16]([C:17]#[N:18])=[CH:15]3)[CH:38]=[CH:37][CH:36]=1)[N:27]=[CH:26]2)([CH3:22])([CH3:20])[CH3:21]. (5) The product is: [Cl:1][C:2]1[CH:3]=[C:4]([N:32]([CH2:42][CH3:43])[C@H:33]2[CH2:34][CH2:35][C@H:36]([N:39]([CH3:40])[CH3:41])[CH2:37][CH2:38]2)[C:5]([CH3:31])=[C:6]([CH:30]=1)[C:7]([NH:9][CH2:10][C:11]1[C:16](=[O:17])[N:15]2[NH:18][CH:19]=[CH:20][C:14]2=[CH:13][C:12]=1[CH3:29])=[O:8]. Given the reactants [Cl:1][C:2]1[CH:3]=[C:4]([N:32]([CH2:42][CH3:43])[C@H:33]2[CH2:38][CH2:37][C@H:36]([N:39]([CH3:41])[CH3:40])[CH2:35][CH2:34]2)[C:5]([CH3:31])=[C:6]([CH:30]=1)[C:7]([NH:9][CH2:10][C:11]1[C:16](=[O:17])[N:15]2[N:18](COCC[Si](C)(C)C)[CH:19]=[CH:20][C:14]2=[CH:13][C:12]=1[CH3:29])=[O:8].CC1C=CC(S([O-])(=O)=O)=CC=1.[NH+]1C=CC=CC=1, predict the reaction product.